Dataset: Forward reaction prediction with 1.9M reactions from USPTO patents (1976-2016). Task: Predict the product of the given reaction. (1) Given the reactants [CH3:1][O:2][C:3]1[CH:4]=[N:5][C:6]2[CH:7]=[CH:8][CH:9]=[C:10]([CH:13]=[O:14])[C:11]=2[N:12]=1.[BH4-].[Na+], predict the reaction product. The product is: [CH3:1][O:2][C:3]1[CH:4]=[N:5][C:6]2[C:11]([N:12]=1)=[C:10]([CH2:13][OH:14])[CH:9]=[CH:8][CH:7]=2. (2) Given the reactants Cl[C:2]1[N:7]=[C:6]([C:8]2[CH:13]=[CH:12][C:11]([C:14]([F:17])([F:16])[F:15])=[C:10]([O:18][CH2:19][C:20]([F:23])([F:22])[F:21])[CH:9]=2)[CH:5]=[C:4]([C:24]([F:27])([F:26])[F:25])[N:3]=1.[Br:28][C:29]1[N:30]=[CH:31][NH:32][CH:33]=1, predict the reaction product. The product is: [Br:28][C:29]1[N:30]=[CH:31][N:32]([C:2]2[N:7]=[C:6]([C:8]3[CH:13]=[CH:12][C:11]([C:14]([F:16])([F:17])[F:15])=[C:10]([O:18][CH2:19][C:20]([F:21])([F:22])[F:23])[CH:9]=3)[CH:5]=[C:4]([C:24]([F:27])([F:25])[F:26])[N:3]=2)[CH:33]=1. (3) Given the reactants [F:1][C:2]1[CH:3]=[C:4]([C@H:8]2[CH2:17][CH2:16][CH2:15][C@@H:14]3[N:9]2[C:10](=[O:19])[CH:11](I)[CH2:12][CH2:13]3)[CH:5]=[CH:6][CH:7]=1.[P:20]([O:27]CC)([O:24][CH2:25][CH3:26])[O:21][CH2:22][CH3:23], predict the reaction product. The product is: [F:1][C:2]1[CH:3]=[C:4]([C@@H:8]2[CH2:17][CH2:16][CH2:15][C@H:14]3[N:9]2[C:10](=[O:19])[CH:11]([P:20](=[O:27])([O:24][CH2:25][CH3:26])[O:21][CH2:22][CH3:23])[CH2:12][CH2:13]3)[CH:5]=[CH:6][CH:7]=1. (4) Given the reactants [CH2:1]([O:8][C:9]1[CH:14]=[CH:13][C:12](I)=[CH:11][C:10]=1[C:16]1[O:17][C:18]2[CH:24]=[CH:23][C:22]([C:25]([CH3:28])([CH3:27])[CH3:26])=[CH:21][C:19]=2[N:20]=1)[C:2]1[CH:7]=[CH:6][CH:5]=[CH:4][CH:3]=1.[F:29][C:30]([F:41])([F:40])[C:31]1[CH:39]=[CH:38][CH:37]=[CH:36][C:32]=1[C:33]([NH2:35])=[O:34], predict the reaction product. The product is: [CH2:1]([O:8][C:9]1[CH:14]=[CH:13][C:12]([NH:35][C:33](=[O:34])[C:32]2[CH:36]=[CH:37][CH:38]=[CH:39][C:31]=2[C:30]([F:40])([F:41])[F:29])=[CH:11][C:10]=1[C:16]1[O:17][C:18]2[CH:24]=[CH:23][C:22]([C:25]([CH3:28])([CH3:27])[CH3:26])=[CH:21][C:19]=2[N:20]=1)[C:2]1[CH:7]=[CH:6][CH:5]=[CH:4][CH:3]=1. (5) The product is: [NH2:33][C:21]1[CH:20]=[CH:19][C:18]([F:24])=[C:17]([C@:13]2([CH2:15][F:16])[C@H:12]3[C@:10]([CH2:25][O:26][CH2:27][C:28]([F:31])([F:30])[F:29])([CH2:11]3)[S:9][C:8]([NH2:7])=[N:14]2)[CH:22]=1. Given the reactants C(OC(=O)[NH:7][C:8]1[S:9][C@:10]2([CH2:25][O:26][CH2:27][C:28]([F:31])([F:30])[F:29])[C@H:12]([C@:13]([C:17]3[CH:22]=[C:21](Br)[CH:20]=[CH:19][C:18]=3[F:24])([CH2:15][F:16])[N:14]=1)[CH2:11]2)(C)(C)C.[N-:33]=[N+]=[N-].[Na+].O=C1O[C@H]([C@H](CO)O)C([O-])=C1O.[Na+].N#N.CN[C@@H]1CCCC[C@H]1NC.CP(C)C, predict the reaction product. (6) Given the reactants Cl.Cl.[NH:3]1[C:11]2[C:6](=[CH:7][CH:8]=[CH:9][CH:10]=2)[C:5]([CH:12]2[CH2:17][CH2:16][CH:15]([NH:18][CH:19]([CH:23]3[CH2:28][CH2:27][NH:26][CH2:25][CH2:24]3)[C:20]([NH2:22])=[O:21])[CH2:14][CH2:13]2)=[CH:4]1.[F:29][C:30]1([F:44])[O:34][C:33]2[CH:35]=[CH:36][C:37](/[CH:39]=[CH:40]/[C:41](O)=[O:42])=[CH:38][C:32]=2[O:31]1, predict the reaction product. The product is: [NH:3]1[C:11]2[C:6](=[CH:7][CH:8]=[CH:9][CH:10]=2)[C:5]([CH:12]2[CH2:17][CH2:16][CH:15]([NH:18][CH:19]([CH:23]3[CH2:24][CH2:25][N:26]([C:41](=[O:42])/[CH:40]=[CH:39]/[C:37]4[CH:36]=[CH:35][C:33]5[O:34][C:30]([F:44])([F:29])[O:31][C:32]=5[CH:38]=4)[CH2:27][CH2:28]3)[C:20]([NH2:22])=[O:21])[CH2:14][CH2:13]2)=[CH:4]1. (7) The product is: [CH2:46]([O:48][C:49]([N:51]1[CH2:52][CH2:53][N:54]([C:1]([CH2:4][C:5]([NH:7][C:8]2[CH:17]=[CH:16][C:15]3[C:10](=[CH:11][CH:12]=[CH:13][CH:14]=3)[CH:9]=2)=[O:6])=[O:3])[CH2:55][CH2:56]1)=[O:50])[CH3:47]. Given the reactants [C:1]([CH2:4][C:5]([NH:7][C:8]1[CH:17]=[CH:16][C:15]2[C:10](=[CH:11][CH:12]=[CH:13][CH:14]=2)[CH:9]=1)=[O:6])([OH:3])=O.C(N(CC)CC)C.ON1C2C=CC=CC=2N=N1.CN(C)CCCN=C=NCC.[CH2:46]([O:48][C:49]([N:51]1[CH2:56][CH2:55][NH:54][CH2:53][CH2:52]1)=[O:50])[CH3:47], predict the reaction product. (8) Given the reactants [Br:1][C:2]1[CH:3]=[C:4]2[C:9](=[CH:10][CH:11]=1)[C:8](=[O:12])[NH:7][C:6](=[O:13])/[C:5]/2=[CH:14]\[NH:15][C:16]1[CH:21]=[CH:20][C:19]([N:22]2[CH2:27][C@H:26]([CH3:28])[N:25]([CH3:29])[C@H:24]([CH3:30])[CH2:23]2)=[CH:18][CH:17]=1.BrC1C=C2C(=CC=1)[C:38](=[O:42])NC(=O)C2=CNC1C=CC(N2CC(C)NC(C)C2)=CC=1, predict the reaction product. The product is: [Br:1][C:2]1[CH:3]=[C:4]2[C:9](=[CH:10][CH:11]=1)[C:8](=[O:12])[NH:7][C:6](=[O:13])/[C:5]/2=[CH:14]/[O:42][CH3:38].[CH3:30][CH:24]1[N:25]([CH3:29])[CH:26]([CH3:28])[CH2:27][N:22]([C:19]2[CH:18]=[CH:17][C:16]([NH2:15])=[CH:21][CH:20]=2)[CH2:23]1.